This data is from NCI-60 drug combinations with 297,098 pairs across 59 cell lines. The task is: Regression. Given two drug SMILES strings and cell line genomic features, predict the synergy score measuring deviation from expected non-interaction effect. Drug 1: CCCCC(=O)OCC(=O)C1(CC(C2=C(C1)C(=C3C(=C2O)C(=O)C4=C(C3=O)C=CC=C4OC)O)OC5CC(C(C(O5)C)O)NC(=O)C(F)(F)F)O. Drug 2: CC=C1C(=O)NC(C(=O)OC2CC(=O)NC(C(=O)NC(CSSCCC=C2)C(=O)N1)C(C)C)C(C)C. Cell line: SK-MEL-5. Synergy scores: CSS=93.4, Synergy_ZIP=1.77, Synergy_Bliss=-1.49, Synergy_Loewe=-1.36, Synergy_HSA=1.28.